Dataset: Forward reaction prediction with 1.9M reactions from USPTO patents (1976-2016). Task: Predict the product of the given reaction. (1) The product is: [CH:12]1([C:15]2[C:19]([O:20][C:21]3[CH:28]=[C:27]([CH3:29])[C:24]([C:25]#[N:26])=[C:23]([CH3:30])[CH:22]=3)=[CH:18][N:17]([CH:32]3[CH2:33][CH2:34][CH2:35][CH2:36][O:31]3)[N:16]=2)[CH2:13][CH2:14]1. Given the reactants C1(C)C=CC(S(O)(=O)=O)=CC=1.[CH:12]1([C:15]2[C:19]([O:20][C:21]3[CH:28]=[C:27]([CH3:29])[C:24]([C:25]#[N:26])=[C:23]([CH3:30])[CH:22]=3)=[CH:18][NH:17][N:16]=2)[CH2:14][CH2:13]1.[O:31]1[CH:36]=[CH:35][CH2:34][CH2:33][CH2:32]1, predict the reaction product. (2) Given the reactants [C:1]([O:5][CH:6]([C:10]1[CH:15]=[CH:14][CH:13]=[C:12]([CH2:16][OH:17])[C:11]=1[C:18]1[CH:19]=[CH:20][C:21]2[O:26][CH2:25][CH2:24][CH2:23][C:22]=2[CH:27]=1)[C:7]([OH:9])=[O:8])([CH3:4])([CH3:3])[CH3:2].[H-].[Na+].I[CH3:31].[Cl-].[NH4+], predict the reaction product. The product is: [C:1]([O:5][CH:6]([C:10]1[CH:15]=[CH:14][CH:13]=[C:12]([CH2:16][O:17][CH3:31])[C:11]=1[C:18]1[CH:19]=[CH:20][C:21]2[O:26][CH2:25][CH2:24][CH2:23][C:22]=2[CH:27]=1)[C:7]([OH:9])=[O:8])([CH3:4])([CH3:2])[CH3:3]. (3) Given the reactants [CH3:1][O:2][C:3]1[CH:12]=[CH:11][C:10]2[C:5](=[CH:6][CH:7]=[C:8]([C:13]3[CH:18]=[CH:17][CH:16]=[C:15]([O:19][CH3:20])[CH:14]=3)[CH:9]=2)[C:4]=1[C:21]([OH:23])=O.[NH2:24][C:25]1[S:26][C:27]([CH3:30])=[N:28][N:29]=1, predict the reaction product. The product is: [CH3:1][O:2][C:3]1[CH:12]=[CH:11][C:10]2[C:5](=[CH:6][CH:7]=[C:8]([C:13]3[CH:18]=[CH:17][CH:16]=[C:15]([O:19][CH3:20])[CH:14]=3)[CH:9]=2)[C:4]=1[C:21]([NH:24][C:25]1[S:26][C:27]([CH3:30])=[N:28][N:29]=1)=[O:23]. (4) Given the reactants C(OC([NH:8][CH:9]1[C:18]2[C:13]3=[C:14]([C:19]4[N:20]([C:23]5[CH:24]=[C:25]([C:36]([O:38][CH3:39])=[O:37])[CH:26]=[CH:27][C:28]=5[C:29]=4[CH:30]4[CH2:35][CH2:34][CH2:33][CH2:32][CH2:31]4)[CH2:21][CH2:22][N:12]3[CH2:11][CH2:10]1)[CH:15]=[CH:16][CH:17]=2)=O)(C)(C)C.Cl, predict the reaction product. The product is: [NH2:8][CH:9]1[C:18]2[C:13]3=[C:14]([C:19]4[N:20]([C:23]5[CH:24]=[C:25]([C:36]([O:38][CH3:39])=[O:37])[CH:26]=[CH:27][C:28]=5[C:29]=4[CH:30]4[CH2:35][CH2:34][CH2:33][CH2:32][CH2:31]4)[CH2:21][CH2:22][N:12]3[CH2:11][CH2:10]1)[CH:15]=[CH:16][CH:17]=2. (5) Given the reactants C[O:2][C:3]1[C:10]([O:11]C)=[C:9]([F:13])[CH:8]=[CH:7][C:4]=1[CH:5]=[O:6].B(Br)(Br)Br, predict the reaction product. The product is: [F:13][C:9]1[CH:8]=[CH:7][C:4]([CH:5]=[O:6])=[C:3]([OH:2])[C:10]=1[OH:11]. (6) Given the reactants Br[C:2]1[CH:3]=[N:4][C:5]2[N:6]([CH:8]=[C:9]([CH2:11][O:12][C:13]3[CH:18]=[C:17]([F:19])[CH:16]=[CH:15][N:14]=3)[N:10]=2)[CH:7]=1.[F:20][C:21]1[CH:26]=[CH:25][C:24](B(O)O)=[CH:23][CH:22]=1, predict the reaction product. The product is: [F:20][C:21]1[CH:26]=[CH:25][C:24]([C:2]2[CH:3]=[N:4][C:5]3[N:6]([CH:8]=[C:9]([CH2:11][O:12][C:13]4[CH:18]=[C:17]([F:19])[CH:16]=[CH:15][N:14]=4)[N:10]=3)[CH:7]=2)=[CH:23][CH:22]=1.